The task is: Regression. Given a peptide amino acid sequence and an MHC pseudo amino acid sequence, predict their binding affinity value. This is MHC class II binding data.. This data is from Peptide-MHC class II binding affinity with 134,281 pairs from IEDB. (1) The peptide sequence is LMALLTPVTMAEVRL. The MHC is DRB1_1301 with pseudo-sequence DRB1_1301. The binding affinity (normalized) is 0.652. (2) The peptide sequence is VTEGERTVRVLDTVE. The MHC is DRB3_0101 with pseudo-sequence DRB3_0101. The binding affinity (normalized) is 0.273. (3) The peptide sequence is IMKDGRKLVVPCRNQ. The MHC is DRB1_0301 with pseudo-sequence DRB1_0301. The binding affinity (normalized) is 0.324. (4) The peptide sequence is AITAMSEAQKAAKPA. The MHC is HLA-DQA10102-DQB10602 with pseudo-sequence HLA-DQA10102-DQB10602. The binding affinity (normalized) is 0.622.